Task: Predict the reactants needed to synthesize the given product.. Dataset: Full USPTO retrosynthesis dataset with 1.9M reactions from patents (1976-2016) (1) The reactants are: Cl[C:2]1[N:7]=[N:6][C:5]([CH2:8][CH:9]2[CH2:14][CH2:13][N:12]([C:15]([O:17][C:18]([CH3:21])([CH3:20])[CH3:19])=[O:16])[CH2:11][CH2:10]2)=[CH:4][CH:3]=1.[CH3:22][O:23][C:24]1[C:25](B(O)O)=[CH:26][C:27]2[C:32]([CH:33]=1)=[CH:31][CH:30]=[CH:29][CH:28]=2. Given the product [CH3:22][O:23][C:24]1[C:25]([C:2]2[N:7]=[N:6][C:5]([CH2:8][CH:9]3[CH2:14][CH2:13][N:12]([C:15]([O:17][C:18]([CH3:21])([CH3:20])[CH3:19])=[O:16])[CH2:11][CH2:10]3)=[CH:4][CH:3]=2)=[CH:26][C:27]2[C:32]([CH:33]=1)=[CH:31][CH:30]=[CH:29][CH:28]=2, predict the reactants needed to synthesize it. (2) Given the product [Cl:8][C:9]1[CH:14]=[C:13]([N:4]2[CH2:5][CH2:6][C:2]([F:7])([F:1])[CH2:3]2)[N:12]=[CH:11][N:10]=1, predict the reactants needed to synthesize it. The reactants are: [F:1][C:2]1([F:7])[CH2:6][CH2:5][NH:4][CH2:3]1.[Cl:8][C:9]1[CH:14]=[C:13](Cl)[N:12]=[CH:11][N:10]=1.CCN(C(C)C)C(C)C. (3) Given the product [CH3:27][O:28][C:16]([C:11]1[NH:12][C:13]2[C:9]([C:10]=1[CH2:19][CH2:18][OH:17])=[CH:8][C:7]([CH2:6][N:1]1[CH:5]=[N:4][CH:3]=[N:2]1)=[CH:15][CH:14]=2)=[O:20], predict the reactants needed to synthesize it. The reactants are: [N:1]1([CH2:6][C:7]2[CH:8]=[C:9]3[C:13](=[CH:14][CH:15]=2)[NH:12][C:11]2[C:16](=[O:20])[O:17][CH2:18][CH2:19][C:10]3=2)[CH:5]=[N:4][CH:3]=[N:2]1.Cl.CS(O)(=O)=O.[CH3:27][OH:28].